Regression. Given two drug SMILES strings and cell line genomic features, predict the synergy score measuring deviation from expected non-interaction effect. From a dataset of NCI-60 drug combinations with 297,098 pairs across 59 cell lines. (1) Drug 1: C1CC(C1)(C(=O)O)C(=O)O.[NH2-].[NH2-].[Pt+2]. Drug 2: CNC(=O)C1=NC=CC(=C1)OC2=CC=C(C=C2)NC(=O)NC3=CC(=C(C=C3)Cl)C(F)(F)F. Cell line: SK-OV-3. Synergy scores: CSS=32.5, Synergy_ZIP=2.61, Synergy_Bliss=1.09, Synergy_Loewe=-12.7, Synergy_HSA=0.485. (2) Synergy scores: CSS=25.6, Synergy_ZIP=-1.76, Synergy_Bliss=0.773, Synergy_Loewe=-11.8, Synergy_HSA=-2.55. Drug 1: CC1=C(C=C(C=C1)NC(=O)C2=CC=C(C=C2)CN3CCN(CC3)C)NC4=NC=CC(=N4)C5=CN=CC=C5. Drug 2: C1CN1C2=NC(=NC(=N2)N3CC3)N4CC4. Cell line: NCI-H522. (3) Drug 2: CS(=O)(=O)OCCCCOS(=O)(=O)C. Synergy scores: CSS=14.6, Synergy_ZIP=-6.12, Synergy_Bliss=-2.07, Synergy_Loewe=-25.2, Synergy_HSA=-4.04. Cell line: T-47D. Drug 1: C1=NC2=C(N1)C(=S)N=C(N2)N. (4) Drug 1: C1=CC(=CC=C1CCC2=CNC3=C2C(=O)NC(=N3)N)C(=O)NC(CCC(=O)O)C(=O)O. Drug 2: CC1=C(C(=O)C2=C(C1=O)N3CC4C(C3(C2COC(=O)N)OC)N4)N. Cell line: IGROV1. Synergy scores: CSS=37.3, Synergy_ZIP=4.55, Synergy_Bliss=6.51, Synergy_Loewe=9.15, Synergy_HSA=10.0. (5) Drug 1: COC1=CC(=CC(=C1O)OC)C2C3C(COC3=O)C(C4=CC5=C(C=C24)OCO5)OC6C(C(C7C(O6)COC(O7)C8=CC=CS8)O)O. Drug 2: C1=NC(=NC(=O)N1C2C(C(C(O2)CO)O)O)N. Cell line: OVCAR-4. Synergy scores: CSS=11.2, Synergy_ZIP=-1.72, Synergy_Bliss=1.03, Synergy_Loewe=1.54, Synergy_HSA=1.62. (6) Drug 1: CNC(=O)C1=CC=CC=C1SC2=CC3=C(C=C2)C(=NN3)C=CC4=CC=CC=N4. Drug 2: CC1=C2C(C(=O)C3(C(CC4C(C3C(C(C2(C)C)(CC1OC(=O)C(C(C5=CC=CC=C5)NC(=O)OC(C)(C)C)O)O)OC(=O)C6=CC=CC=C6)(CO4)OC(=O)C)O)C)O. Cell line: CCRF-CEM. Synergy scores: CSS=60.7, Synergy_ZIP=14.7, Synergy_Bliss=17.2, Synergy_Loewe=3.72, Synergy_HSA=17.1. (7) Drug 1: CCC1(CC2CC(C3=C(CCN(C2)C1)C4=CC=CC=C4N3)(C5=C(C=C6C(=C5)C78CCN9C7C(C=CC9)(C(C(C8N6C)(C(=O)OC)O)OC(=O)C)CC)OC)C(=O)OC)O.OS(=O)(=O)O. Drug 2: CC(C)CN1C=NC2=C1C3=CC=CC=C3N=C2N. Cell line: MALME-3M. Synergy scores: CSS=-0.316, Synergy_ZIP=-0.198, Synergy_Bliss=0.102, Synergy_Loewe=1.16, Synergy_HSA=-1.19. (8) Drug 1: C1CC(=O)NC(=O)C1N2CC3=C(C2=O)C=CC=C3N. Drug 2: CC1=C(C=C(C=C1)NC(=O)C2=CC=C(C=C2)CN3CCN(CC3)C)NC4=NC=CC(=N4)C5=CN=CC=C5. Cell line: COLO 205. Synergy scores: CSS=-1.34, Synergy_ZIP=0.452, Synergy_Bliss=0.307, Synergy_Loewe=-0.0399, Synergy_HSA=-1.40. (9) Drug 1: CNC(=O)C1=CC=CC=C1SC2=CC3=C(C=C2)C(=NN3)C=CC4=CC=CC=N4. Drug 2: CN1C(=O)N2C=NC(=C2N=N1)C(=O)N. Cell line: OVCAR3. Synergy scores: CSS=-5.86, Synergy_ZIP=1.92, Synergy_Bliss=-0.606, Synergy_Loewe=-4.71, Synergy_HSA=-4.74. (10) Drug 1: CNC(=O)C1=CC=CC=C1SC2=CC3=C(C=C2)C(=NN3)C=CC4=CC=CC=N4. Drug 2: CNC(=O)C1=NC=CC(=C1)OC2=CC=C(C=C2)NC(=O)NC3=CC(=C(C=C3)Cl)C(F)(F)F. Cell line: HL-60(TB). Synergy scores: CSS=-7.97, Synergy_ZIP=-1.15, Synergy_Bliss=-19.2, Synergy_Loewe=-25.8, Synergy_HSA=-20.2.